This data is from Full USPTO retrosynthesis dataset with 1.9M reactions from patents (1976-2016). The task is: Predict the reactants needed to synthesize the given product. (1) Given the product [C:19]([O:1][CH2:2][C:3]1[CH:4]=[C:5]2[C:10](=[CH:11][CH:12]=1)[CH:9]=[C:8]([OH:13])[CH:7]=[CH:6]2)(=[O:23])[C:20]([CH3:22])=[CH2:21], predict the reactants needed to synthesize it. The reactants are: [OH:1][CH2:2][C:3]1[CH:4]=[C:5]2[C:10](=[CH:11][CH:12]=1)[CH:9]=[C:8]([OH:13])[CH:7]=[CH:6]2.C([Li])CCC.[C:19](Cl)(=[O:23])[C:20]([CH3:22])=[CH2:21].[Cl-].[NH4+]. (2) Given the product [N+:13]([C:16]1[CH:17]=[C:18]([CH:19]=[CH:20][C:21](=[O:23])[CH2:35][C:34]([O:33][CH2:31][CH3:32])=[O:39])[CH:24]=[CH:25][CH:26]=1)([O-:15])=[O:14], predict the reactants needed to synthesize it. The reactants are: C(N1C=CN=C1)(N1C=CN=C1)=O.[N+:13]([C:16]1[CH:17]=[C:18]([CH:24]=[CH:25][CH:26]=1)[CH:19]=[CH:20][C:21]([OH:23])=O)([O-:15])=[O:14].[Cl-].[Mg+2].[Cl-].[K].[CH2:31]([O:33][C:34](=[O:39])[CH2:35]C(O)=O)[CH3:32]. (3) Given the product [C:41]([CH:38]1[CH2:39][CH2:40][N:36]([C:29](=[O:30])[CH:28]([N:26]2[CH:27]=[C:23]([C:21]3[CH:20]=[N:19][N:18]4[C:14]([C:10]5[CH:9]=[C:8]([NH:7][C:5]([NH:4][CH2:3][C:2]([F:33])([F:1])[F:34])=[O:6])[CH:13]=[CH:12][CH:11]=5)=[CH:15][N:16]=[C:17]4[CH:22]=3)[CH:24]=[N:25]2)[CH3:32])[CH2:37]1)#[N:42], predict the reactants needed to synthesize it. The reactants are: [F:1][C:2]([F:34])([F:33])[CH2:3][NH:4][C:5]([NH:7][C:8]1[CH:9]=[C:10]([C:14]2[N:18]3[N:19]=[CH:20][C:21]([C:23]4[CH:24]=[N:25][N:26]([CH:28]([CH3:32])[C:29](O)=[O:30])[CH:27]=4)=[CH:22][C:17]3=[N:16][CH:15]=2)[CH:11]=[CH:12][CH:13]=1)=[O:6].Cl.[NH:36]1[CH2:40][CH2:39][CH:38]([C:41]#[N:42])[CH2:37]1. (4) Given the product [ClH:39].[ClH:39].[CH2:1]([C:5]1[CH:6]=[C:7]2[C:12](=[C:13]([O:15][CH:16]3[CH2:21][CH2:20][N:19]([CH2:22][CH2:23][CH2:24][CH2:25][NH:26][S:36]([CH2:34][CH3:35])(=[O:38])=[O:37])[CH2:18][CH2:17]3)[CH:14]=1)[N:11]=[CH:10][CH:9]=[CH:8]2)[CH2:2][CH2:3][CH3:4], predict the reactants needed to synthesize it. The reactants are: [CH2:1]([C:5]1[CH:6]=[C:7]2[C:12](=[C:13]([O:15][CH:16]3[CH2:21][CH2:20][N:19]([CH2:22][CH2:23][CH2:24][CH2:25][NH2:26])[CH2:18][CH2:17]3)[CH:14]=1)[N:11]=[CH:10][CH:9]=[CH:8]2)[CH2:2][CH2:3][CH3:4].C(N(CC)CC)C.[CH2:34]([S:36]([Cl:39])(=[O:38])=[O:37])[CH3:35].C(O)(C)C. (5) Given the product [CH2:1]([O:5][C:6]1[CH:11]=[CH:10][CH:9]=[CH:8][C:7]=1[C:12]([O:14][Si:16]([CH3:19])([CH3:18])[CH3:17])=[CH2:13])[CH:2]([CH3:4])[CH3:3], predict the reactants needed to synthesize it. The reactants are: [CH2:1]([O:5][C:6]1[CH:11]=[CH:10][CH:9]=[CH:8][C:7]=1[C:12](=[O:14])[CH3:13])[CH:2]([CH3:4])[CH3:3].Cl[Si:16]([CH3:19])([CH3:18])[CH3:17]. (6) Given the product [ClH:2].[Cl:2][C:3]1[CH:4]=[CH:5][C:6]([NH:9][C:10](=[O:38])[C:11]([NH:13][C@H:14]2[CH2:19][CH2:18][C@H:17]([C:20]([N:22]([CH3:24])[CH3:23])=[O:21])[CH2:16][C@H:15]2[NH:25][C:26]([C:28]2[CH:37]=[CH:36][C:35]3[CH2:34][N:33]([CH3:39])[CH2:32][CH2:31][C:30]=3[N:29]=2)=[O:27])=[O:12])=[N:7][CH:8]=1, predict the reactants needed to synthesize it. The reactants are: Cl.[Cl:2][C:3]1[CH:4]=[CH:5][C:6]([NH:9][C:10](=[O:38])[C:11]([NH:13][C@H:14]2[CH2:19][CH2:18][C@H:17]([C:20]([N:22]([CH3:24])[CH3:23])=[O:21])[CH2:16][C@H:15]2[NH:25][C:26]([C:28]2[CH:37]=[CH:36][C:35]3[CH2:34][NH:33][CH2:32][CH2:31][C:30]=3[N:29]=2)=[O:27])=[O:12])=[N:7][CH:8]=1.[CH2:39]=O. (7) Given the product [ClH:26].[ClH:26].[CH3:1][O:2][C:3]1[CH:4]=[C:5]([CH:6]=[CH:7][C:8]=1[N:9]1[CH:13]=[N:12][C:11]([CH3:14])=[N:10]1)[C:15]([NH:17][NH2:18])=[O:16], predict the reactants needed to synthesize it. The reactants are: [CH3:1][O:2][C:3]1[CH:4]=[C:5]([C:15]([NH:17][NH:18]C(OC(C)(C)C)=O)=[O:16])[CH:6]=[CH:7][C:8]=1[N:9]1[CH:13]=[N:12][C:11]([CH3:14])=[N:10]1.[ClH:26]. (8) Given the product [N+:21]([C:17]1[CH:16]=[C:15]([C:3]#[C:2][CH2:1][N:4]2[CH2:13][CH2:12][C:11]3[C:6](=[CH:7][CH:8]=[CH:9][CH:10]=3)[CH2:5]2)[CH:20]=[CH:19][CH:18]=1)([O-:23])=[O:22], predict the reactants needed to synthesize it. The reactants are: [CH2:1]([N:4]1[CH2:13][CH2:12][C:11]2[C:6](=[CH:7][CH:8]=[CH:9][CH:10]=2)[CH2:5]1)[C:2]#[CH:3].Br[C:15]1[CH:20]=[CH:19][CH:18]=[C:17]([N+:21]([O-:23])=[O:22])[CH:16]=1. (9) Given the product [ClH:1].[NH2:42][C@@H:37]([CH2:38][CH:39]([CH3:40])[CH3:41])[C:36]([O:35][CH2:34][N:14]1[C:11]2=[N:12][CH:13]=[C:8]([C:5]3[CH:6]=[CH:7][C:2]([Cl:1])=[CH:3][CH:4]=3)[CH:9]=[C:10]2[C:16]([C:17](=[O:33])[C:18]2[C:23]([F:24])=[CH:22][CH:21]=[C:20]([NH:25][S:26]([CH2:29][CH2:30][CH3:31])(=[O:27])=[O:28])[C:19]=2[F:32])=[CH:15]1)=[O:50], predict the reactants needed to synthesize it. The reactants are: [Cl:1][C:2]1[CH:7]=[CH:6][C:5]([C:8]2[CH:9]=[C:10]3[C:16]([C:17](=[O:33])[C:18]4[C:23]([F:24])=[CH:22][CH:21]=[C:20]([NH:25][S:26]([CH2:29][CH2:30][CH3:31])(=[O:28])=[O:27])[C:19]=4[F:32])=[CH:15][N:14]([CH2:34][O:35][C:36](=[O:50])[CH:37]([NH:42]C(OC(C)(C)C)=O)[CH2:38][CH:39]([CH3:41])[CH3:40])[C:11]3=[N:12][CH:13]=2)=[CH:4][CH:3]=1.Cl. (10) Given the product [I:27][C:23]1[CH:24]=[CH:25][C:26]2[N:14]([C:11]3[CH:10]=[CH:9][C:8]([O:7][CH3:6])=[CH:13][CH:12]=3)[C:15]3[C:20]([C:21]=2[CH:22]=1)=[CH:19][C:18]([I:1])=[CH:17][CH:16]=3, predict the reactants needed to synthesize it. The reactants are: [I:1]([O-])(=O)=O.[K+].[CH3:6][O:7][C:8]1[CH:13]=[CH:12][C:11]([N:14]2[C:26]3[CH:25]=[CH:24][CH:23]=[CH:22][C:21]=3[C:20]3[C:15]2=[CH:16][CH:17]=[CH:18][CH:19]=3)=[CH:10][CH:9]=1.[I-:27].[K+].